Dataset: Forward reaction prediction with 1.9M reactions from USPTO patents (1976-2016). Task: Predict the product of the given reaction. (1) Given the reactants [CH2:1]([C:4]1[NH:5][C:6]2[C:11]([CH:12]=1)=[C:10]([C:13]([F:16])([F:15])[F:14])[C:9]([C:17]#[N:18])=[CH:8][CH:7]=2)[CH2:2][CH3:3].C([O-])([O-])=O.[Cs+].[Cs+].Cl[CH2:26][C:27]1[N:31]=[C:30]([C:32]2[C:33]([S:38][CH3:39])=[N:34][CH:35]=[CH:36][CH:37]=2)[O:29][N:28]=1, predict the reaction product. The product is: [CH3:39][S:38][C:33]1[C:32]([C:30]2[O:29][N:28]=[C:27]([CH2:26][N:5]3[C:6]4[C:11](=[C:10]([C:13]([F:15])([F:16])[F:14])[C:9]([C:17]#[N:18])=[CH:8][CH:7]=4)[CH:12]=[C:4]3[CH2:1][CH2:2][CH3:3])[N:31]=2)=[CH:37][CH:36]=[CH:35][N:34]=1. (2) The product is: [CH3:5][C:6]1[CH:12]=[CH:11][C:10]([O:13][C:14]2[CH:15]=[CH:16][CH:17]=[CH:18][CH:19]=2)=[CH:9][C:7]=1[NH:8][C:20](=[O:22])[CH3:21]. Given the reactants ClCCl.Cl.[CH3:5][C:6]1[CH:12]=[CH:11][C:10]([O:13][C:14]2[CH:19]=[CH:18][CH:17]=[CH:16][CH:15]=2)=[CH:9][C:7]=1[NH2:8].[C:20](OC(=O)C)(=[O:22])[CH3:21], predict the reaction product. (3) Given the reactants [CH2:1]=[CH:2][CH2:3][CH2:4][CH2:5][CH3:6].[C:7]1([CH3:13])[CH:12]=[CH:11]C=[CH:9][CH:8]=1.Cl[CH2:15]Cl, predict the reaction product. The product is: [CH2:2]([C:1]12[CH2:13][CH:7]([CH2:12][CH2:11]1)[CH:8]=[CH:9]2)[CH2:3][CH2:4][CH2:5][CH2:6][CH3:15]. (4) Given the reactants [Br:1][C:2]1[C:7]2=[N:8][N:9]3[C:14]([CH:15]4[CH2:20][CH2:19][N:18](C(OC(C)(C)C)=O)[CH2:17][CH2:16]4)=[CH:13][C:12](=[O:28])[NH:11][C:10]3=[C:6]2[CH:5]=[N:4][CH:3]=1.[ClH:29], predict the reaction product. The product is: [ClH:29].[Br:1][C:2]1[C:7]2=[N:8][N:9]3[C:14]([CH:15]4[CH2:16][CH2:17][NH:18][CH2:19][CH2:20]4)=[CH:13][C:12](=[O:28])[NH:11][C:10]3=[C:6]2[CH:5]=[N:4][CH:3]=1.